From a dataset of Forward reaction prediction with 1.9M reactions from USPTO patents (1976-2016). Predict the product of the given reaction. The product is: [Cl:1][C:2]1[CH:3]=[CH:4][C:5]([CH2:6][N:7]2[C:15]3[C:14](=[O:16])[N:13]([CH2:17][CH2:18][CH2:19][O:20][CH:21]4[CH2:26][CH2:25][CH2:24][CH2:23][O:22]4)[C:12](=[O:27])[N:11]([CH3:28])[C:10]=3[N:9]=[C:8]2[CH2:29][CH2:30][CH2:31][O:32][CH2:38][CH3:39])=[CH:33][CH:34]=1. Given the reactants [Cl:1][C:2]1[CH:34]=[CH:33][C:5]([CH2:6][N:7]2[C:15]3[C:14](=[O:16])[N:13]([CH2:17][CH2:18][CH2:19][O:20][CH:21]4[CH2:26][CH2:25][CH2:24][CH2:23][O:22]4)[C:12](=[O:27])[N:11]([CH3:28])[C:10]=3[N:9]=[C:8]2[CH2:29][CH2:30][CH2:31][OH:32])=[CH:4][CH:3]=1.[H-].[Na+].I[CH2:38][CH3:39], predict the reaction product.